Dataset: Catalyst prediction with 721,799 reactions and 888 catalyst types from USPTO. Task: Predict which catalyst facilitates the given reaction. (1) Reactant: [Br:1][C:2]1[CH:3]=[C:4]([N:8]2[C:12](/[N:13]=C/N(C)C)=[C:11]([CH:18]=[O:19])[C:10]([C:20]([O:22][CH2:23][CH3:24])=[O:21])=[N:9]2)[CH:5]=[CH:6][CH:7]=1.Cl.O. Product: [NH2:13][C:12]1[N:8]([C:4]2[CH:5]=[CH:6][CH:7]=[C:2]([Br:1])[CH:3]=2)[N:9]=[C:10]([C:20]([O:22][CH2:23][CH3:24])=[O:21])[C:11]=1[CH:18]=[O:19]. The catalyst class is: 1. (2) Reactant: [Br:1][C:2]1[CH:3]=[CH:4][C:5]([O:13][Si:14]([C:17]([CH3:20])([CH3:19])[CH3:18])([CH3:16])[CH3:15])=[C:6]([CH2:8][C:9]([O:11][CH3:12])=[O:10])[CH:7]=1.C[Si]([N-][Si](C)(C)C)(C)C.[Li+].[F:31][C:32]1[CH:40]=[CH:39][C:35]([C:36](Cl)=[O:37])=[CH:34][CH:33]=1. Product: [Br:1][C:2]1[CH:3]=[CH:4][C:5]([O:13][Si:14]([C:17]([CH3:20])([CH3:19])[CH3:18])([CH3:15])[CH3:16])=[C:6]([CH:8]([C:36]([C:35]2[CH:39]=[CH:40][C:32]([F:31])=[CH:33][CH:34]=2)=[O:37])[C:9]([O:11][CH3:12])=[O:10])[CH:7]=1. The catalyst class is: 1. (3) Reactant: C([O:5][C:6]([N:8]1[CH2:13][CH2:12][N:11]([C:14]2[C:23]3[CH:22]=[C:21]4[N:24]([CH2:30][CH3:31])[C:25](=[O:29])[N:26]([CH2:27][CH3:28])[C:20]4=[CH:19][C:18]=3[C:17](Cl)=[N:16][N:15]=2)[CH2:10][CH2:9]1)=O)(C)(C)C.FC(F)(F)C(O)=O.[N+:40]([C:43]1[CH:48]=[CH:47][C:46]([N:49]=C=O)=[CH:45][CH:44]=1)([O-:42])=[O:41].[Cl-].[Na+]. Product: [CH2:27]([N:26]1[C:20]2=[CH:19][C:18]3[CH:17]=[N:16][N:15]=[C:14]([N:11]4[CH2:12][CH2:13][N:8]([C:6]([NH:49][C:46]5[CH:47]=[CH:48][C:43]([N+:40]([O-:42])=[O:41])=[CH:44][CH:45]=5)=[O:5])[CH2:9][CH2:10]4)[C:23]=3[CH:22]=[C:21]2[N:24]([CH2:30][CH3:31])[C:25]1=[O:29])[CH3:28]. The catalyst class is: 46.